Dataset: Reaction yield outcomes from USPTO patents with 853,638 reactions. Task: Predict the reaction yield, written as a fraction of the theoretical maximum amount of product (1.0 means a 100% yield; for example, 0.34 means a 34% yield). The reactants are [Cl:1][C:2]1[N:10]=[C:9]2[C:5]([N:6]=[C:7]([CH:12]=O)[N:8]2[CH3:11])=[C:4]([N:14]2[CH2:19][CH2:18][O:17][CH2:16][C@H:15]2[CH3:20])[N:3]=1.[NH:21]1[CH2:26][CH2:25][CH:24]([C:27]([OH:30])([CH3:29])[CH3:28])[CH2:23][CH2:22]1.C(O[BH-](OC(=O)C)OC(=O)C)(=O)C.[Na+]. The catalyst is ClCCCl. The product is [Cl:1][C:2]1[N:10]=[C:9]2[C:5]([N:6]=[C:7]([CH2:12][N:21]3[CH2:26][CH2:25][CH:24]([C:27]([OH:30])([CH3:29])[CH3:28])[CH2:23][CH2:22]3)[N:8]2[CH3:11])=[C:4]([N:14]2[CH2:19][CH2:18][O:17][CH2:16][C@H:15]2[CH3:20])[N:3]=1. The yield is 0.920.